This data is from Catalyst prediction with 721,799 reactions and 888 catalyst types from USPTO. The task is: Predict which catalyst facilitates the given reaction. (1) Reactant: C1CCN2C(=NCCC2)CC1.[CH3:12][S:13]([C:16]1[CH:21]=[CH:20][C:19]([NH:22][C:23]2[C:27]([C:28]([NH2:30])=[O:29])=[CH:26][NH:25][N:24]=2)=[CH:18][CH:17]=1)(=[O:15])=[O:14].[C:31]([CH:33]=[C:34]1[CH2:39][CH2:38][N:37]([C:40]([O:42][C:43]([CH3:46])([CH3:45])[CH3:44])=[O:41])[CH2:36][CH2:35]1)#[N:32].O. Product: [C:28]([C:27]1[C:23]([NH:22][C:19]2[CH:18]=[CH:17][C:16]([S:13]([CH3:12])(=[O:14])=[O:15])=[CH:21][CH:20]=2)=[N:24][N:25]([C:34]2([CH2:33][C:31]#[N:32])[CH2:35][CH2:36][N:37]([C:40]([O:42][C:43]([CH3:44])([CH3:45])[CH3:46])=[O:41])[CH2:38][CH2:39]2)[CH:26]=1)(=[O:29])[NH2:30]. The catalyst class is: 3. (2) Reactant: [CH2:1]([O:5][C:6]1[CH:11]=[CH:10][N:9]=[C:8]([CH:12]=O)[CH:7]=1)[CH2:2][CH2:3][CH3:4].N[C:15]1[NH:19][CH:18]=[N:17][C:16]=1[C:20]([NH2:22])=[O:21].C(O)(=O)C.C([BH3-])#[N:28].[Na+]. Product: [CH2:1]([O:5][C:6]1[CH:11]=[CH:10][N:9]=[C:8]([CH2:12][NH:28][N:17]2[C:16]([C:20]([NH2:22])=[O:21])=[CH:15][N:19]=[CH:18]2)[CH:7]=1)[CH2:2][CH2:3][CH3:4]. The catalyst class is: 84.